From a dataset of Full USPTO retrosynthesis dataset with 1.9M reactions from patents (1976-2016). Predict the reactants needed to synthesize the given product. (1) Given the product [C:20]([CH2:21][N:4]1[CH2:5][CH2:6][N:1]([C:7]([O:9][CH2:10][C:11]2[CH:16]=[CH:15][CH:14]=[CH:13][CH:12]=2)=[O:8])[CH2:2][CH2:3]1)(=[O:22])[CH3:19], predict the reactants needed to synthesize it. The reactants are: [N:1]1([C:7]([O:9][CH2:10][C:11]2[CH:16]=[CH:15][CH:14]=[CH:13][CH:12]=2)=[O:8])[CH2:6][CH2:5][NH:4][CH2:3][CH2:2]1.ClC[CH2:19][C:20](=[O:22])[CH3:21].C(=O)([O-])[O-].[K+].[K+]. (2) The reactants are: I[C:2]1[CH:3]=[C:4]([C:10]#[N:11])[C:5](=[CH:8][CH:9]=1)[C:6]#[N:7].[C:12]1(B(O)O)[CH:17]=[CH:16][CH:15]=[CH:14][CH:13]=1.C([O-])([O-])=O.[Cs+].[Cs+]. Given the product [C:12]1([C:2]2[CH:3]=[C:4]([C:10]#[N:11])[C:5](=[CH:8][CH:9]=2)[C:6]#[N:7])[CH:17]=[CH:16][CH:15]=[CH:14][CH:13]=1, predict the reactants needed to synthesize it. (3) Given the product [F:34][C:35]([F:44])([F:45])[C:36]1[CH:43]=[CH:42][C:39]([CH2:40][N:12]2[C:13](=[O:14])[C:8]([C:5]3[CH:4]=[CH:3][C:2]([Cl:1])=[CH:7][CH:6]=3)=[C:9]([C:27]3[CH:28]=[CH:29][C:30]([Cl:33])=[CH:31][CH:32]=3)[C:10]3=[N:17][N:16]([CH2:18][O:19][CH2:20][CH2:21][Si:22]([CH3:25])([CH3:24])[CH3:23])[C:15](=[O:26])[N:11]23)=[CH:38][CH:37]=1, predict the reactants needed to synthesize it. The reactants are: [Cl:1][C:2]1[CH:7]=[CH:6][C:5]([C:8]2[C:13](=[O:14])[NH:12][N:11]3[C:15](=[O:26])[N:16]([CH2:18][O:19][CH2:20][CH2:21][Si:22]([CH3:25])([CH3:24])[CH3:23])[N:17]=[C:10]3[C:9]=2[C:27]2[CH:32]=[CH:31][C:30]([Cl:33])=[CH:29][CH:28]=2)=[CH:4][CH:3]=1.[F:34][C:35]([F:45])([F:44])[C:36]1[CH:43]=[CH:42][C:39]([CH2:40]Br)=[CH:38][CH:37]=1.C([O-])([O-])=O.[K+].[K+].